This data is from Reaction yield outcomes from USPTO patents with 853,638 reactions. The task is: Predict the reaction yield, written as a fraction of the theoretical maximum amount of product (1.0 means a 100% yield; for example, 0.34 means a 34% yield). The reactants are C[O:2][C:3](=[O:42])[CH:4]1[CH:9]=[CH:8][CH:7]=[CH:6][C:5]1([C:24](=[O:41])[N:25]([C:32]1[O:40][C:36]2=[CH:37][CH:38]=[CH:39][C:35]2=[CH:34][CH:33]=1)[C:26]1[CH:31]=[CH:30][CH:29]=[CH:28][CH:27]=1)[CH2:10][CH2:11][C:12]1[CH:17]=[CH:16][C:15]([CH:18]=[CH:19][C:20]([CH3:23])([CH3:22])[CH3:21])=[CH:14][CH:13]=1.[OH-].[Na+]. The catalyst is CCO.C1COCC1.O. The product is [O:40]1[C:36]2=[CH:37][CH:38]=[CH:39][C:35]2=[CH:34][CH:33]=[C:32]1[N:25]([C:26]1[CH:31]=[CH:30][CH:29]=[CH:28][CH:27]=1)[C:24]([C:5]1([CH2:10][CH2:11][C:12]2[CH:13]=[CH:14][C:15]([CH:18]=[CH:19][C:20]([CH3:23])([CH3:21])[CH3:22])=[CH:16][CH:17]=2)[CH:6]=[CH:7][CH:8]=[CH:9][CH:4]1[C:3]([OH:42])=[O:2])=[O:41]. The yield is 0.980.